From a dataset of Full USPTO retrosynthesis dataset with 1.9M reactions from patents (1976-2016). Predict the reactants needed to synthesize the given product. (1) Given the product [ClH:41].[ClH:41].[F:40][C:32]1[C:33]([F:39])=[C:34]([O:37][CH3:38])[CH:35]=[CH:36][C:31]=1[N:30]1[C:26]([C:3]2[C:2]([NH2:1])=[N:7][CH:6]=[C:5]([C:8]3[CH:9]=[N:10][N:11]([CH:13]4[CH2:18][CH2:17][NH:16][CH2:15][CH2:14]4)[CH:12]=3)[CH:4]=2)=[N:27][N:28]=[N:29]1, predict the reactants needed to synthesize it. The reactants are: [NH2:1][C:2]1[N:7]=[CH:6][C:5]([C:8]2[CH:9]=[N:10][N:11]([CH:13]3[CH2:18][CH2:17][N:16](C(OC(C)(C)C)=O)[CH2:15][CH2:14]3)[CH:12]=2)=[CH:4][C:3]=1[C:26]1[N:30]([C:31]2[CH:36]=[CH:35][C:34]([O:37][CH3:38])=[C:33]([F:39])[C:32]=2[F:40])[N:29]=[N:28][N:27]=1.[ClH:41].O1CCOCC1. (2) Given the product [C:9]1(=[N:14][OH:13])[C:8]2[C:3](=[CH:4][CH:5]=[CH:6][CH:7]=2)[CH2:2][CH2:1][CH2:11]1, predict the reactants needed to synthesize it. The reactants are: [CH2:1]1[CH2:11][C:9](=O)[C:8]2[C:3](=[CH:4][CH:5]=[CH:6][CH:7]=2)[CH2:2]1.Cl.[OH:13][NH2:14].N1C=CC=CC=1. (3) Given the product [NH2:12][C:8]1[CH:9]=[C:10]2[C:5](=[CH:6][CH:7]=1)[C:4](=[O:15])[N:3]([CH2:1][CH3:2])[CH2:11]2, predict the reactants needed to synthesize it. The reactants are: [CH2:1]([N:3]1[CH2:11][C:10]2[C:5](=[CH:6][CH:7]=[C:8]([N+:12]([O-])=O)[CH:9]=2)[C:4]1=[O:15])[CH3:2].C([O-])=O.[NH4+].